Predict which catalyst facilitates the given reaction. From a dataset of Catalyst prediction with 721,799 reactions and 888 catalyst types from USPTO. Reactant: C([O:3][CH:4](OCC)[CH2:5][CH2:6][N:7]1[CH:12]=[C:11]([C:13]#[N:14])[C:10](=[O:15])[NH:9][C:8]1=[O:16])C. Product: [O:16]=[C:8]1[NH:9][C:10](=[O:15])[C:11]([C:13]#[N:14])=[CH:12][N:7]1[CH2:6][CH2:5][CH:4]=[O:3]. The catalyst class is: 12.